From a dataset of Full USPTO retrosynthesis dataset with 1.9M reactions from patents (1976-2016). Predict the reactants needed to synthesize the given product. (1) Given the product [CH2:1]([O:5][C:6]1[N:14]=[C:13]2[C:9]([NH:10][C:11](=[O:28])[N:12]2[CH2:15][CH2:16][N:17]2[CH2:22][CH2:21][CH2:20][CH2:19][CH:18]2[C:23]([O:25][CH3:26])=[O:24])=[C:8]([NH2:30])[N:7]=1)[CH2:2][CH2:3][CH3:4], predict the reactants needed to synthesize it. The reactants are: [CH2:1]([O:5][C:6]1[N:14]=[C:13]2[C:9]([N:10]=[C:11]([O:28]C)[N:12]2[CH2:15][CH2:16][N:17]2[CH2:22][CH2:21][CH2:20][CH2:19][CH:18]2[C:23]([O:25][CH2:26]C)=[O:24])=[C:8]([NH2:30])[N:7]=1)[CH2:2][CH2:3][CH3:4].[OH-].[Na+]. (2) The reactants are: [CH3:1][N:2]([CH3:8])[CH2:3][CH2:4][CH2:5][CH2:6][NH2:7].[CH:9](OCC)=[O:10]. Given the product [CH3:1][N:2]([CH3:8])[CH2:3][CH2:4][CH2:5][CH2:6][NH:7][CH:9]=[O:10], predict the reactants needed to synthesize it. (3) Given the product [Cl:1][C:2]1[CH:7]=[CH:6][C:5]([C:8]2([OH:38])[CH2:13][CH2:12][N:11]([CH2:14][CH2:15][CH:16]=[C:17]3[C:27]4[C:22](=[N:23][CH:24]=[CH:25][CH:26]=4)[O:21][C:20]4[CH:28]=[CH:29][CH:30]=[C:31]([O:32][CH2:33][CH:34]5[NH:37][C:39](=[O:54])[S:40][NH:35]5)[C:19]=4[CH2:18]3)[CH2:10][CH2:9]2)=[CH:4][CH:3]=1, predict the reactants needed to synthesize it. The reactants are: [Cl:1][C:2]1[CH:7]=[CH:6][C:5]([C:8]2([OH:38])[CH2:13][CH2:12][N:11]([CH2:14][CH2:15][CH:16]=[C:17]3[C:27]4[C:22](=[N:23][CH:24]=[CH:25][CH:26]=4)[O:21][C:20]4[CH:28]=[CH:29][CH:30]=[C:31]([O:32][CH2:33][C:34](=[NH:37])[NH:35]O)[C:19]=4[CH2:18]3)[CH2:10][CH2:9]2)=[CH:4][CH:3]=1.[C:39](N1C=CN=C1)(N1C=CN=C1)=[S:40].O.C(OCC)(=[O:54])C. (4) Given the product [Br:28][C:29]1[CH:30]=[C:31]([C:14]([NH:13][CH2:12][C:5]2[C:6](=[O:11])[NH:7][C:8]([CH3:10])=[CH:9][C:4]=2[NH:3][CH2:1][CH3:2])=[O:20])[C:32]2[CH:33]=[CH:34][N:35]([CH:38]([CH3:40])[CH3:39])[C:36]=2[CH:37]=1, predict the reactants needed to synthesize it. The reactants are: [CH2:1]([NH:3][C:4]1[CH:9]=[C:8]([CH3:10])[NH:7][C:6](=[O:11])[C:5]=1[CH2:12][NH:13][C:14](=[O:20])OC(C)(C)C)[CH3:2].C(O)(C(F)(F)F)=O.[Br:28][C:29]1[CH:30]=[C:31](C(O)=O)[C:32]2[CH:33]=[CH:34][N:35]([CH:38]([CH3:40])[CH3:39])[C:36]=2[CH:37]=1.CN1CCOCC1.C(Cl)CCl. (5) Given the product [NH2:1][C:2]1[CH:3]=[C:4]([CH:8]=[CH:9][C:10]=1[OH:11])[C:5]([NH:19][CH:15]([CH2:16][CH2:17][CH3:18])[CH2:14][CH2:13][CH3:12])=[O:7], predict the reactants needed to synthesize it. The reactants are: [NH2:1][C:2]1[CH:3]=[C:4]([CH:8]=[CH:9][C:10]=1[OH:11])[C:5]([OH:7])=O.[CH3:12][CH2:13][CH2:14][CH:15]([NH2:19])[CH2:16][CH2:17][CH3:18].